From a dataset of Full USPTO retrosynthesis dataset with 1.9M reactions from patents (1976-2016). Predict the reactants needed to synthesize the given product. (1) Given the product [F:36][C:37]([F:42])([F:41])[C:38]([OH:40])=[O:39].[C:32]([C:31]1[CH:34]=[CH:35][C:28]([N:18]([CH2:19][CH2:20][CH2:21][CH2:22][CH2:23][CH2:24][CH3:25])[CH2:17][CH2:16][C:14]2[N:15]=[C:11]([S:10][C:7]([CH3:8])([CH3:9])[C:6]([OH:5])=[O:26])[S:12][CH:13]=2)=[N:29][CH:30]=1)#[N:33], predict the reactants needed to synthesize it. The reactants are: C([O:5][C:6](=[O:26])[C:7]([S:10][C:11]1[S:12][CH:13]=[C:14]([CH2:16][CH2:17][NH:18][CH2:19][CH2:20][CH2:21][CH2:22][CH2:23][CH2:24][CH3:25])[N:15]=1)([CH3:9])[CH3:8])(C)(C)C.Cl[C:28]1[CH:35]=[CH:34][C:31]([C:32]#[N:33])=[CH:30][N:29]=1.[F:36][C:37]([F:42])([F:41])[C:38]([OH:40])=[O:39]. (2) Given the product [NH2:1][C:2]1[O:15][C:14]([C:13]2[CH:18]=[CH:19][C:20]([F:21])=[C:11]([CH:12]=2)[C:9]#[N:10])=[N:16][N:17]=1, predict the reactants needed to synthesize it. The reactants are: [N:1]#[C:2]Br.C(=O)([O-])O.[Na+].[C:9]([C:11]1[CH:12]=[C:13]([CH:18]=[CH:19][C:20]=1[F:21])[C:14]([NH:16][NH2:17])=[O:15])#[N:10].C(=O)=O. (3) Given the product [Cl:21][C:22]1[CH:23]=[C:24]([NH:25][C:2]2[N:7]=[C:6]([N:8]3[CH2:13][CH2:12][CH:11]([OH:14])[CH2:10][CH2:9]3)[CH:5]=[C:4]([C:15]3[CH:20]=[CH:19][CH:18]=[CH:17][CH:16]=3)[N:3]=2)[CH:26]=[CH:27][C:28]=1[O:29][CH3:30], predict the reactants needed to synthesize it. The reactants are: Cl[C:2]1[N:7]=[C:6]([N:8]2[CH2:13][CH2:12][CH:11]([OH:14])[CH2:10][CH2:9]2)[CH:5]=[C:4]([C:15]2[CH:20]=[CH:19][CH:18]=[CH:17][CH:16]=2)[N:3]=1.[Cl:21][C:22]1[CH:23]=[C:24]([CH:26]=[CH:27][C:28]=1[O:29][CH3:30])[NH2:25]. (4) Given the product [CH3:1][O:2][C:3](=[O:11])[CH2:4][C@H:5]1[CH2:8][C@@H:7]([CH2:9][O:10][CH2:12][O:13][CH3:14])[CH2:6]1, predict the reactants needed to synthesize it. The reactants are: [CH3:1][O:2][C:3](=[O:11])[CH2:4][C@H:5]1[CH2:8][C@@H:7]([CH2:9][OH:10])[CH2:6]1.[CH3:12][O:13][CH2:14]Cl.C(N(C(C)C)CC)(C)C.Cl.